Dataset: Reaction yield outcomes from USPTO patents with 853,638 reactions. Task: Predict the reaction yield, written as a fraction of the theoretical maximum amount of product (1.0 means a 100% yield; for example, 0.34 means a 34% yield). (1) The reactants are [CH3:1][O:2][C:3]1[CH:4]=[CH:5][C:6]2[O:10][CH:9]=[CH:8][C:7]=2[CH:11]=1.[Li]CCCC.[B:17](OCCCC)([O:23]CCCC)[O:18]CCCC. The catalyst is C1COCC1. The product is [CH3:1][O:2][C:3]1[CH:4]=[CH:5][C:6]2[O:10][C:9]([B:17]([OH:23])[OH:18])=[CH:8][C:7]=2[CH:11]=1. The yield is 0.480. (2) The reactants are [Cl:1][C:2]1[CH:3]=[C:4]([CH:16]=[CH:17][CH:18]=1)[O:5][C:6]1[CH:7]=[C:8]2[C:12](=[CH:13][CH:14]=1)[NH:11][N:10]=[C:9]2[I:15].[CH3:19]C([O-])(C)C.[K+].CI.ClC1C=C(C=CC=1)OC1C=C2C(=CC=1)N(C)N=C2I. The catalyst is C1COCC1. The product is [Cl:1][C:2]1[CH:3]=[C:4]([CH:16]=[CH:17][CH:18]=1)[O:5][C:6]1[CH:14]=[CH:13][C:12]2[C:8](=[C:9]([I:15])[N:10]([CH3:19])[N:11]=2)[CH:7]=1. The yield is 0.160.